This data is from Reaction yield outcomes from USPTO patents with 853,638 reactions. The task is: Predict the reaction yield, written as a fraction of the theoretical maximum amount of product (1.0 means a 100% yield; for example, 0.34 means a 34% yield). (1) The reactants are [C:1]([C:5]1[CH:18]=[CH:17][C:8]2[NH:9][C:10]([CH2:12][CH2:13][CH2:14][CH2:15]O)=[N:11][C:7]=2[CH:6]=1)([CH3:4])([CH3:3])[CH3:2].S(Cl)([Cl:21])=O. No catalyst specified. The product is [ClH:21].[C:1]([C:5]1[CH:18]=[CH:17][C:8]2[NH:9][C:10]([CH2:12][CH2:13][CH2:14][CH2:15][Cl:21])=[N:11][C:7]=2[CH:6]=1)([CH3:4])([CH3:3])[CH3:2]. The yield is 1.00. (2) The reactants are [Cl:1][C:2]1[CH:3]=[N:4][C:5]2[C:10]([C:11]=1[OH:12])=[CH:9][C:8]([O:13][CH3:14])=[CH:7][CH:6]=2.O[CH2:16][C@H:17]1[O:22][CH2:21][C@H:20]([NH:23][C:24](=[O:30])[O:25][C:26]([CH3:29])([CH3:28])[CH3:27])[CH2:19][CH2:18]1.C1(P(C2C=CC=CC=2)C2C=CC=CC=2)C=CC=CC=1.CC(OC(/N=N/C(OC(C)C)=O)=O)C. The catalyst is C1COCC1.ClCCl.C(OCC)(=O)C. The product is [Cl:1][C:2]1[CH:3]=[N:4][C:5]2[C:10]([C:11]=1[O:12][CH2:16][C@H:17]1[O:22][CH2:21][C@H:20]([NH:23][C:24](=[O:30])[O:25][C:26]([CH3:29])([CH3:28])[CH3:27])[CH2:19][CH2:18]1)=[CH:9][C:8]([O:13][CH3:14])=[CH:7][CH:6]=2. The yield is 0.320. (3) The reactants are [CH3:1][CH:2]([CH3:57])[C@H:3]([NH:52][C:53](=[O:56])[O:54][CH3:55])[C:4]([N:6]1[CH2:10][CH2:9][CH2:8][C@H:7]1[C:11]1[NH:12][CH:13]=[C:14]([C:16]2[CH:21]=[CH:20][C:19]([C:22]3[CH:27]=[CH:26][C:25]([C:28]4[N:29]=[C:30]([CH:33]5[CH2:40][C:36]6([CH2:39][NH:38][CH2:37]6)[CH2:35][N:34]5[C:41](=[O:51])[C@@H:42]([NH:46][C:47]([O:49][CH3:50])=[O:48])[CH:43]([CH3:45])[CH3:44])[NH:31][CH:32]=4)=[CH:24][CH:23]=3)=[CH:18][CH:17]=2)[N:15]=1)=[O:5].C(N(CC)CC)C.[CH3:65][S:66](Cl)(=[O:68])=[O:67].C(=O)([O-])[O-].[K+].[K+]. The catalyst is C(Cl)Cl. The product is [CH3:1][CH:2]([CH3:57])[C@H:3]([NH:52][C:53](=[O:56])[O:54][CH3:55])[C:4]([N:6]1[CH2:10][CH2:9][CH2:8][C@H:7]1[C:11]1[NH:12][CH:13]=[C:14]([C:16]2[CH:21]=[CH:20][C:19]([C:22]3[CH:23]=[CH:24][C:25]([C:28]4[N:29]=[C:30]([CH:33]5[CH2:40][C:36]6([CH2:37][N:38]([S:66]([CH3:65])(=[O:68])=[O:67])[CH2:39]6)[CH2:35][N:34]5[C:41](=[O:51])[C@@H:42]([NH:46][C:47]([O:49][CH3:50])=[O:48])[CH:43]([CH3:44])[CH3:45])[NH:31][CH:32]=4)=[CH:26][CH:27]=3)=[CH:18][CH:17]=2)[N:15]=1)=[O:5]. The yield is 0.860. (4) The reactants are [CH3:1][S-:2].[Na+].Cl[C:5]1[C:10]([NH:11][C:12](=[O:23])[CH2:13][N:14]2[CH2:19][CH2:18][N:17]([CH2:20][CH2:21][OH:22])[CH2:16][CH2:15]2)=[C:9](Cl)[CH:8]=[C:7]([CH3:25])[N:6]=1.C1OCCOCCOCCOCCOCCOC1.C(Cl)(Cl)Cl.C[S:49]([CH3:51])=O. The catalyst is O. The product is [OH:22][CH2:21][CH2:20][N:17]1[CH2:18][CH2:19][N:14]([CH2:13][C:12]([NH:11][C:10]2[C:5]([S:49][CH3:51])=[N:6][C:7]([CH3:25])=[CH:8][C:9]=2[S:2][CH3:1])=[O:23])[CH2:15][CH2:16]1. The yield is 0.621. (5) The reactants are C(OC([N:8]1[CH2:13][CH2:12][CH2:11][C@H:10]([C:14]2[N:18]=[C:17]([CH2:19][C:20]3[CH:25]=[CH:24][C:23]([F:26])=[CH:22][CH:21]=3)[O:16][N:15]=2)[CH2:9]1)=O)(C)(C)C.[ClH:27]. The catalyst is O1CCOCC1. The product is [ClH:27].[F:26][C:23]1[CH:24]=[CH:25][C:20]([CH2:19][C:17]2[O:16][N:15]=[C:14]([C@H:10]3[CH2:11][CH2:12][CH2:13][NH:8][CH2:9]3)[N:18]=2)=[CH:21][CH:22]=1. The yield is 1.00.